From a dataset of Reaction yield outcomes from USPTO patents with 853,638 reactions. Predict the reaction yield, written as a fraction of the theoretical maximum amount of product (1.0 means a 100% yield; for example, 0.34 means a 34% yield). The reactants are Br[C:2]1[CH:7]=[CH:6][C:5]([CH:8]2[CH2:10][CH2:9]2)=[CH:4][CH:3]=1.[Li]CCCC.CN([CH:19]=[O:20])C. The catalyst is C1COCC1. The product is [CH:8]1([C:5]2[CH:6]=[CH:7][C:2]([CH:19]=[O:20])=[CH:3][CH:4]=2)[CH2:10][CH2:9]1. The yield is 0.940.